Dataset: Full USPTO retrosynthesis dataset with 1.9M reactions from patents (1976-2016). Task: Predict the reactants needed to synthesize the given product. (1) Given the product [Cl:38][C:20]1[C:21]([N:23]2[CH2:28][CH2:27][CH2:26][C@@H:25]([N:29]([CH3:37])[C:30](=[O:36])[O:31][C:32]([CH3:33])([CH3:34])[CH3:35])[CH2:24]2)=[C:22]2[C:14]([NH:13][C:10]([CH:7]3[CH2:9][CH2:8]3)=[O:11])=[CH:15][NH:16][C:17]2=[N:18][CH:19]=1, predict the reactants needed to synthesize it. The reactants are: N1C=CC=CC=1.[CH:7]1([C:10](Cl)=[O:11])[CH2:9][CH2:8]1.[NH2:13][C:14]1[C:22]2[C:17](=[N:18][CH:19]=[C:20]([Cl:38])[C:21]=2[N:23]2[CH2:28][CH2:27][CH2:26][C@@H:25]([N:29]([CH3:37])[C:30](=[O:36])[O:31][C:32]([CH3:35])([CH3:34])[CH3:33])[CH2:24]2)[NH:16][CH:15]=1.[Li+].[OH-]. (2) Given the product [Br:1][C:2]1[CH:7]=[CH:6][CH:5]=[CH:4][C:3]=1[S:8]([N:11]1[C:19]2[C:14](=[CH:15][CH:16]=[CH:17][CH:18]=2)[C:13]([CH2:20][OH:21])=[CH:12]1)(=[O:9])=[O:10], predict the reactants needed to synthesize it. The reactants are: [Br:1][C:2]1[CH:7]=[CH:6][CH:5]=[CH:4][C:3]=1[S:8]([N:11]1[C:19]2[C:14](=[CH:15][CH:16]=[CH:17][CH:18]=2)[C:13]([CH:20]=[O:21])=[CH:12]1)(=[O:10])=[O:9].[BH4-].[Na+]. (3) Given the product [N:28](=[CH:24][C:5]1[C:6]2[O:17][C:16]3[C:15]([C:18]([OH:20])=[O:19])=[CH:14][C:13]([O:21][CH3:22])=[C:12]([CH3:23])[C:11]=3[O:10][C:8](=[O:9])[C:7]=2[C:2]([CH3:1])=[CH:3][C:4]=1[OH:26])[NH2:29], predict the reactants needed to synthesize it. The reactants are: [CH3:1][C:2]1[C:7]2[C:8]([O:10][C:11]3[C:12]([CH3:23])=[C:13]([O:21][CH3:22])[CH:14]=[C:15]([C:18]([OH:20])=[O:19])[C:16]=3[O:17][C:6]=2[C:5]([CH:24]=O)=[C:4]([OH:26])[CH:3]=1)=[O:9].O.[NH2:28][NH2:29]. (4) Given the product [Cl:1][C:2]1[CH:10]=[C:9]2[C:5]([C:6]([C:21]([CH:17]3[C:18]([CH3:20])([CH3:19])[C:16]3([CH3:24])[CH3:15])=[O:22])=[CH:7][NH:8]2)=[CH:4][CH:3]=1, predict the reactants needed to synthesize it. The reactants are: [Cl:1][C:2]1[CH:10]=[C:9]2[C:5]([CH:6]=[CH:7][NH:8]2)=[CH:4][CH:3]=1.C([Mg]Br)C.[CH3:15][C:16]1([CH3:24])[C:18]([CH3:20])([CH3:19])[CH:17]1[C:21](Cl)=[O:22]. (5) The reactants are: C(N(C(C)C)CC)(C)C.O[CH:11]1[CH2:13][CH:12]1[C:14]([OH:16])=O.[NH2:17][C:18]1[CH:23]=[CH:22][C:21]([C:24]2[S:47][C:27]3[N:28]([CH2:38][C:39]4[C:44]([F:45])=[CH:43][CH:42]=[CH:41][C:40]=4[F:46])[CH:29]=[C:30]([C:33](=[O:37])[CH:34]([CH3:36])[CH3:35])[C:31](=[O:32])[C:26]=3[C:25]=2[CH2:48][N:49]([CH2:51][C:52]2[CH:57]=[CH:56][CH:55]=[CH:54][CH:53]=2)[CH3:50])=[CH:20][CH:19]=1.F[P-](F)(F)(F)(F)F.N1([O:74][P+](N(C)C)(N(C)C)N(C)C)C2C=CC=CC=2N=N1. Given the product [CH2:51]([N:49]([CH2:48][C:25]1[C:26]2[C:31](=[O:32])[C:30]([C:33](=[O:37])[CH:34]([CH3:36])[CH3:35])=[CH:29][N:28]([CH2:38][C:39]3[C:44]([F:45])=[CH:43][CH:42]=[CH:41][C:40]=3[F:46])[C:27]=2[S:47][C:24]=1[C:21]1[CH:20]=[CH:19][C:18]([NH:17][C:14]([C:12]2([OH:74])[CH2:11][CH2:13]2)=[O:16])=[CH:23][CH:22]=1)[CH3:50])[C:52]1[CH:53]=[CH:54][CH:55]=[CH:56][CH:57]=1, predict the reactants needed to synthesize it. (6) Given the product [CH2:1]([S:8]([NH:11][C:12]([CH:14]1[CH2:17][N:16]([C:18]2[C:28]([C:29]#[N:30])=[CH:27][C:21]([C:22]([O:24][CH2:25][CH3:26])=[O:23])=[C:20]([CH2:31][N:36]([CH3:37])[CH3:35])[N:19]=2)[CH2:15]1)=[O:13])(=[O:10])=[O:9])[C:2]1[CH:7]=[CH:6][CH:5]=[CH:4][CH:3]=1, predict the reactants needed to synthesize it. The reactants are: [CH2:1]([S:8]([NH:11][C:12]([CH:14]1[CH2:17][N:16]([C:18]2[C:28]([C:29]#[N:30])=[CH:27][C:21]([C:22]([O:24][CH2:25][CH3:26])=[O:23])=[C:20]([CH2:31]Cl)[N:19]=2)[CH2:15]1)=[O:13])(=[O:10])=[O:9])[C:2]1[CH:7]=[CH:6][CH:5]=[CH:4][CH:3]=1.[I-].[Na+].[CH3:35][NH:36][CH3:37]. (7) Given the product [SH:18][C:17]1[C:16]2[C:11](=[CH:12][C:13]([O:19][C:20]3[CH:21]=[CH:22][CH:23]=[CH:24][CH:25]=3)=[CH:14][CH:15]=2)[CH:10]=[N:9][C:8]=1[C:6]([NH:26][CH2:27][C:28]([OH:30])=[O:29])=[O:7], predict the reactants needed to synthesize it. The reactants are: C[O-].[Na+].CO[C:6]([C:8]1[N:9]=[CH:10][C:11]2[C:16]([C:17]=1[SH:18])=[CH:15][CH:14]=[C:13]([O:19][C:20]1[CH:25]=[CH:24][CH:23]=[CH:22][CH:21]=1)[CH:12]=2)=[O:7].[NH2:26][CH2:27][C:28]([OH:30])=[O:29].Cl. (8) Given the product [C:1]([O:5][C:6]([NH:8][C@@H:9]([CH2:14][N:15]1[CH:19]=[C:18]([P:20]([O:22][CH2:23][CH3:24])([O:25][CH2:26][CH3:27])=[O:21])[CH:17]=[N:16]1)[C:10]([OH:12])=[O:11])=[O:7])([CH3:3])([CH3:4])[CH3:2], predict the reactants needed to synthesize it. The reactants are: [C:1]([O:5][C:6]([NH:8][CH:9]([CH2:14][N:15]1[CH:19]=[C:18]([P:20]([O:25][CH2:26][CH3:27])([O:22][CH2:23][CH3:24])=[O:21])[CH:17]=[N:16]1)[C:10]([O:12]C)=[O:11])=[O:7])([CH3:4])([CH3:3])[CH3:2].O.[Li+].[OH-].